From a dataset of Peptide-MHC class I binding affinity with 185,985 pairs from IEDB/IMGT. Regression. Given a peptide amino acid sequence and an MHC pseudo amino acid sequence, predict their binding affinity value. This is MHC class I binding data. (1) The peptide sequence is EGIEGRIAY. The MHC is HLA-A02:01 with pseudo-sequence HLA-A02:01. The binding affinity (normalized) is 0.0847. (2) The MHC is HLA-A11:01 with pseudo-sequence HLA-A11:01. The peptide sequence is YSKKFQESFY. The binding affinity (normalized) is 0.176. (3) The peptide sequence is RPMTFKAAV. The MHC is HLA-A02:03 with pseudo-sequence HLA-A02:03. The binding affinity (normalized) is 0. (4) The peptide sequence is GSENLKSL. The MHC is Mamu-B03 with pseudo-sequence Mamu-B03. The binding affinity (normalized) is 0. (5) The binding affinity (normalized) is 0.458. The peptide sequence is VSAAGTTLR. The MHC is HLA-A31:01 with pseudo-sequence HLA-A31:01. (6) The peptide sequence is LALTDVEKR. The MHC is HLA-A02:06 with pseudo-sequence HLA-A02:06. The binding affinity (normalized) is 0. (7) The peptide sequence is ILDDNLYKV. The MHC is HLA-A33:01 with pseudo-sequence HLA-A33:01. The binding affinity (normalized) is 0.